This data is from Reaction yield outcomes from USPTO patents with 853,638 reactions. The task is: Predict the reaction yield, written as a fraction of the theoretical maximum amount of product (1.0 means a 100% yield; for example, 0.34 means a 34% yield). (1) The reactants are [Cl:1][C:2]1[CH:7]=[CH:6][N:5]=[C:4]2[CH:8]=[C:9]([C:11]3[N:15]([CH3:16])[C:14]([C:17](O)([CH3:19])[CH3:18])=[N:13][CH:12]=3)[S:10][C:3]=12.S(Cl)(Cl)=O. The catalyst is C1(C)C=CC=CC=1. The product is [Cl:1][C:2]1[CH:7]=[CH:6][N:5]=[C:4]2[CH:8]=[C:9]([C:11]3[N:15]([CH3:16])[C:14]([C:17]([CH3:19])=[CH2:18])=[N:13][CH:12]=3)[S:10][C:3]=12. The yield is 0.990. (2) The reactants are [CH3:1][O:2][C:3](=[O:20])[CH2:4][C:5]1[CH:10]=[CH:9][C:8]([N+:11]([O-:13])=[O:12])=[C:7]([O:14][CH2:15][C:16]([F:19])([F:18])[F:17])[CH:6]=1.Br[CH2:22][CH:23]1[CH2:26][CH2:25][CH2:24]1.[OH-].[K+].O. The catalyst is CS(C)=O. The product is [CH3:1][O:2][C:3](=[O:20])[CH:4]([C:5]1[CH:10]=[CH:9][C:8]([N+:11]([O-:13])=[O:12])=[C:7]([O:14][CH2:15][C:16]([F:17])([F:19])[F:18])[CH:6]=1)[CH2:22][CH:23]1[CH2:26][CH2:25][CH2:24]1. The yield is 0.400.